Dataset: Full USPTO retrosynthesis dataset with 1.9M reactions from patents (1976-2016). Task: Predict the reactants needed to synthesize the given product. (1) Given the product [O:14]1[CH2:15][CH2:16][CH2:17][CH2:18][CH:13]1[N:10]1[C:11]2[C:7](=[CH:6][CH:5]=[C:4]([NH2:1])[CH:12]=2)[CH:8]=[N:9]1, predict the reactants needed to synthesize it. The reactants are: [N+:1]([C:4]1[CH:12]=[C:11]2[C:7]([CH:8]=[N:9][N:10]2[CH:13]2[CH2:18][CH2:17][CH2:16][CH2:15][O:14]2)=[CH:6][CH:5]=1)([O-])=O.[Cl-].[NH4+].C(OCC)(=O)C. (2) The reactants are: [Cl:1][C:2]1[C:3](F)=[CH:4][C:5]([F:24])=[C:6]([S:8]([N:11]([C:19]2[N:20]=[CH:21][S:22][CH:23]=2)[C:12](=[O:18])[O:13][C:14]([CH3:17])([CH3:16])[CH3:15])(=[O:10])=[O:9])[CH:7]=1.[NH2:26][C:27]1[CH:32]=[C:31]([C:33]2[CH:38]=[C:37]([F:39])[CH:36]=[CH:35][C:34]=2[OH:40])[CH:30]=[CH:29][N:28]=1.C(=O)([O-])[O-].[K+].[K+].[Cl-].[NH4+]. Given the product [NH2:26][C:27]1[CH:32]=[C:31]([C:33]2[CH:38]=[C:37]([F:39])[CH:36]=[CH:35][C:34]=2[O:40][C:3]2[C:2]([Cl:1])=[CH:7][C:6]([S:8]([N:11]([C:19]3[N:20]=[CH:21][S:22][CH:23]=3)[C:12](=[O:18])[O:13][C:14]([CH3:16])([CH3:15])[CH3:17])(=[O:9])=[O:10])=[C:5]([F:24])[CH:4]=2)[CH:30]=[CH:29][N:28]=1, predict the reactants needed to synthesize it. (3) Given the product [CH3:29][O:28][C:22]1[CH:21]=[C:20]([C:16]2[O:17][C:18]([CH3:19])=[C:14]([CH2:13][O:12][C:9]3[CH:10]=[CH:11][C:6]([CH2:5][C@H:4]([O:31][CH2:32][CH3:33])[C:3]([OH:34])=[O:2])=[C:7]([CH3:30])[CH:8]=3)[N:15]=2)[CH:25]=[C:24]([O:26][CH3:27])[CH:23]=1, predict the reactants needed to synthesize it. The reactants are: C[O:2][C:3](=[O:34])[C@@H:4]([O:31][CH2:32][CH3:33])[CH2:5][C:6]1[CH:11]=[CH:10][C:9]([O:12][CH2:13][C:14]2[N:15]=[C:16]([C:20]3[CH:25]=[C:24]([O:26][CH3:27])[CH:23]=[C:22]([O:28][CH3:29])[CH:21]=3)[O:17][C:18]=2[CH3:19])=[CH:8][C:7]=1[CH3:30].[Li+].[OH-]. (4) Given the product [CH3:1][N:2]([CH3:11])[C:3]1[CH:10]=[CH:9][C:6]([CH2:7][NH:19][C:18]2[CH:20]=[CH:21][C:15]([CH:12]([CH3:14])[CH3:13])=[CH:16][CH:17]=2)=[CH:5][CH:4]=1, predict the reactants needed to synthesize it. The reactants are: [CH3:1][N:2]([CH3:11])[C:3]1[CH:10]=[CH:9][C:6]([CH:7]=O)=[CH:5][CH:4]=1.[CH:12]([C:15]1[CH:21]=[CH:20][C:18]([NH2:19])=[CH:17][CH:16]=1)([CH3:14])[CH3:13]. (5) Given the product [CH3:23][CH:21]([C:20]1[N:16]([CH2:15][CH2:14][C@@H:12]([OH:11])[CH2:13][C@@H:8]([OH:9])[CH2:7][C:6]([O-:48])=[O:5])[C:17]([C:39]2[CH:44]=[CH:43][C:42]([F:45])=[CH:41][CH:40]=2)=[C:18]([C:33]2[CH:38]=[CH:37][CH:36]=[CH:35][CH:34]=2)[C:19]=1[C:24]([NH:25][C:26]1[CH:31]=[CH:30][CH:29]=[CH:28][CH:27]=1)=[O:32])[CH3:22].[Na+:51], predict the reactants needed to synthesize it. The reactants are: C([O:5][C:6](=[O:48])[CH2:7][C@H:8]1[CH2:13][C@@H:12]([CH2:14][CH2:15][N:16]2[C:20]([CH:21]([CH3:23])[CH3:22])=[C:19]([C:24](=[O:32])[NH:25][C:26]3[CH:31]=[CH:30][CH:29]=[CH:28][CH:27]=3)[C:18]([C:33]3[CH:38]=[CH:37][CH:36]=[CH:35][CH:34]=3)=[C:17]2[C:39]2[CH:44]=[CH:43][C:42]([F:45])=[CH:41][CH:40]=2)[O:11]C(C)(C)[O:9]1)(C)(C)C.Cl.[OH-].[Na+:51].